Task: Regression. Given a peptide amino acid sequence and an MHC pseudo amino acid sequence, predict their binding affinity value. This is MHC class II binding data.. Dataset: Peptide-MHC class II binding affinity with 134,281 pairs from IEDB The peptide sequence is EKKYFAATAFEPLAA. The MHC is HLA-DPA10103-DPB10601 with pseudo-sequence HLA-DPA10103-DPB10601. The binding affinity (normalized) is 0.992.